This data is from Full USPTO retrosynthesis dataset with 1.9M reactions from patents (1976-2016). The task is: Predict the reactants needed to synthesize the given product. (1) The reactants are: [OH:1][C:2]1[CH:7]=[CH:6][C:5]([C:8]2[S:9][C:10]3[C:15]([C:16](=[O:18])[CH:17]=2)=[CH:14][CH:13]=[CH:12][CH:11]=3)=[CH:4][CH:3]=1.[CH3:19][C:20](OC(C)=O)=[O:21].CCN(CC)CC.O. Given the product [C:20]([O:1][C:2]1[CH:7]=[CH:6][C:5]([C:8]2[S:9][C:10]3[C:15]([C:16](=[O:18])[CH:17]=2)=[CH:14][CH:13]=[CH:12][CH:11]=3)=[CH:4][CH:3]=1)(=[O:21])[CH3:19], predict the reactants needed to synthesize it. (2) Given the product [CH2:1]([O:3][C:4](=[O:24])[C:5]1[CH:10]=[CH:9][CH:8]=[C:7]([S:11][C:12]2[C:20]3[C:15](=[CH:16][C:17]([Cl:21])=[CH:18][CH:19]=3)[N:14]([C:26]3[CH:27]=[N:28][CH:29]=[C:30]([CH3:32])[CH:31]=3)[C:13]=2[CH3:22])[C:6]=1[CH3:23])[CH3:2], predict the reactants needed to synthesize it. The reactants are: [CH2:1]([O:3][C:4](=[O:24])[C:5]1[CH:10]=[CH:9][CH:8]=[C:7]([S:11][C:12]2[C:20]3[C:15](=[CH:16][C:17]([Cl:21])=[CH:18][CH:19]=3)[NH:14][C:13]=2[CH3:22])[C:6]=1[CH3:23])[CH3:2].Br[C:26]1[CH:27]=[N:28][CH:29]=[C:30]([CH3:32])[CH:31]=1. (3) Given the product [Br:19][C:16]1[O:15][C:14]([C:12]2[N:1]=[C:2]3[CH:9]=[CH:8][C:5]([C:6]#[N:7])=[CH:4][N:3]3[CH:11]=2)=[CH:18][CH:17]=1, predict the reactants needed to synthesize it. The reactants are: [NH2:1][C:2]1[CH:9]=[CH:8][C:5]([C:6]#[N:7])=[CH:4][N:3]=1.Br[CH2:11][C:12]([C:14]1[O:15][C:16]([Br:19])=[CH:17][CH:18]=1)=O. (4) Given the product [CH3:35][O:34][C:32]1[CH:33]=[C:26]([O:25][CH3:24])[CH:27]=[CH:28][C:31]=1[CH2:36][NH:37][CH:18]1[CH2:19][CH2:20][CH:15]([CH2:14][CH2:13][N:10]2[C:11]3[C:6](=[CH:5][CH:4]=[C:3]([O:2][CH3:1])[CH:12]=3)[C:7]([CH3:23])=[CH:8][C:9]2=[O:22])[CH2:16][CH2:17]1, predict the reactants needed to synthesize it. The reactants are: [CH3:1][O:2][C:3]1[CH:12]=[C:11]2[C:6]([C:7]([CH3:23])=[CH:8][C:9](=[O:22])[N:10]2[CH2:13][CH2:14][CH:15]2[CH2:20][CH2:19][C:18](=O)[CH2:17][CH2:16]2)=[CH:5][CH:4]=1.[CH3:24][O:25][C:26]1[CH:27]=[C:28]([CH:31]=[C:32]([O:34][CH3:35])[CH:33]=1)CN.[C:36]([BH3-])#[N:37].[Na+].C(=O)([O-])O.[Na+]. (5) Given the product [NH2:12][O:13][C@@H:14]1[CH2:18][CH2:17][N:16]([C:19]([O:21][C:22]([CH3:25])([CH3:24])[CH3:23])=[O:20])[CH2:15]1, predict the reactants needed to synthesize it. The reactants are: O=C1N2C[C@@H](CC[C@H]2C([NH:12][O:13][C@H:14]2[CH2:18][CH2:17][N:16]([C:19]([O:21][C:22]([CH3:25])([CH3:24])[CH3:23])=[O:20])[CH2:15]2)=O)N1OS(O)(=O)=O.FC(F)(F)C(O)=O. (6) Given the product [S:31]1[C:27]2[CH:26]=[CH:25][CH:24]=[C:23]([O:22][C:19]3[CH:20]=[CH:21][C:16]([NH:15][C:13]4[C:14]5[N:6]([CH2:5][CH2:4][NH:3][C:33](=[O:35])[CH3:34])[CH:7]=[CH:8][C:9]=5[N:10]=[CH:11][N:12]=4)=[CH:17][C:18]=3[Cl:32])[C:28]=2[CH:29]=[N:30]1, predict the reactants needed to synthesize it. The reactants are: Cl.Cl.[NH2:3][CH2:4][CH2:5][N:6]1[C:14]2[C:13]([NH:15][C:16]3[CH:21]=[CH:20][C:19]([O:22][C:23]4[C:28]5[CH:29]=[N:30][S:31][C:27]=5[CH:26]=[CH:25][CH:24]=4)=[C:18]([Cl:32])[CH:17]=3)=[N:12][CH:11]=[N:10][C:9]=2[CH:8]=[CH:7]1.[C:33](O)(=[O:35])[CH3:34].ON1C2C=CC=CC=2N=N1.Cl.C(N=C=NCCCN(C)C)C.